From a dataset of NCI-60 drug combinations with 297,098 pairs across 59 cell lines. Regression. Given two drug SMILES strings and cell line genomic features, predict the synergy score measuring deviation from expected non-interaction effect. (1) Drug 1: CN1CCC(CC1)COC2=C(C=C3C(=C2)N=CN=C3NC4=C(C=C(C=C4)Br)F)OC. Drug 2: CC12CCC3C(C1CCC2OP(=O)(O)O)CCC4=C3C=CC(=C4)OC(=O)N(CCCl)CCCl.[Na+]. Cell line: HL-60(TB). Synergy scores: CSS=2.82, Synergy_ZIP=6.74, Synergy_Bliss=4.96, Synergy_Loewe=-1.87, Synergy_HSA=-2.12. (2) Drug 1: CC12CCC(CC1=CCC3C2CCC4(C3CC=C4C5=CN=CC=C5)C)O. Drug 2: CN1CCC(CC1)COC2=C(C=C3C(=C2)N=CN=C3NC4=C(C=C(C=C4)Br)F)OC. Cell line: NCI-H522. Synergy scores: CSS=29.6, Synergy_ZIP=-6.21, Synergy_Bliss=1.91, Synergy_Loewe=-2.55, Synergy_HSA=1.57. (3) Drug 1: CC1C(C(=O)NC(C(=O)N2CCCC2C(=O)N(CC(=O)N(C(C(=O)O1)C(C)C)C)C)C(C)C)NC(=O)C3=C4C(=C(C=C3)C)OC5=C(C(=O)C(=C(C5=N4)C(=O)NC6C(OC(=O)C(N(C(=O)CN(C(=O)C7CCCN7C(=O)C(NC6=O)C(C)C)C)C)C(C)C)C)N)C. Drug 2: CC1C(C(CC(O1)OC2CC(OC(C2O)C)OC3=CC4=CC5=C(C(=O)C(C(C5)C(C(=O)C(C(C)O)O)OC)OC6CC(C(C(O6)C)O)OC7CC(C(C(O7)C)O)OC8CC(C(C(O8)C)O)(C)O)C(=C4C(=C3C)O)O)O)O. Cell line: K-562. Synergy scores: CSS=82.0, Synergy_ZIP=0.112, Synergy_Bliss=-2.24, Synergy_Loewe=-3.32, Synergy_HSA=-3.97. (4) Drug 1: CC(CN1CC(=O)NC(=O)C1)N2CC(=O)NC(=O)C2. Drug 2: C1=NC2=C(N1)C(=S)N=C(N2)N. Cell line: ACHN. Synergy scores: CSS=59.7, Synergy_ZIP=-5.51, Synergy_Bliss=-5.92, Synergy_Loewe=-6.49, Synergy_HSA=0.762. (5) Drug 1: C1=CN(C=N1)CC(O)(P(=O)(O)O)P(=O)(O)O. Drug 2: C(CN)CNCCSP(=O)(O)O. Cell line: NCI-H322M. Synergy scores: CSS=-0.120, Synergy_ZIP=0.225, Synergy_Bliss=0.0357, Synergy_Loewe=-1.80, Synergy_HSA=-1.12. (6) Drug 1: C1=C(C(=O)NC(=O)N1)F. Drug 2: CC(C1=C(C=CC(=C1Cl)F)Cl)OC2=C(N=CC(=C2)C3=CN(N=C3)C4CCNCC4)N. Cell line: SF-539. Synergy scores: CSS=46.2, Synergy_ZIP=-6.31, Synergy_Bliss=-14.7, Synergy_Loewe=-14.9, Synergy_HSA=-14.0. (7) Drug 1: CC1=C(C=C(C=C1)NC2=NC=CC(=N2)N(C)C3=CC4=NN(C(=C4C=C3)C)C)S(=O)(=O)N.Cl. Drug 2: C1=CC(=CC=C1CC(C(=O)O)N)N(CCCl)CCCl.Cl. Cell line: OVCAR3. Synergy scores: CSS=8.56, Synergy_ZIP=-0.663, Synergy_Bliss=-0.652, Synergy_Loewe=-8.40, Synergy_HSA=-2.98. (8) Drug 1: CC(CN1CC(=O)NC(=O)C1)N2CC(=O)NC(=O)C2. Drug 2: CC1=C2C(C(=O)C3(C(CC4C(C3C(C(C2(C)C)(CC1OC(=O)C(C(C5=CC=CC=C5)NC(=O)C6=CC=CC=C6)O)O)OC(=O)C7=CC=CC=C7)(CO4)OC(=O)C)O)C)OC(=O)C. Cell line: U251. Synergy scores: CSS=30.7, Synergy_ZIP=-9.97, Synergy_Bliss=-7.14, Synergy_Loewe=-7.85, Synergy_HSA=-4.12. (9) Drug 2: C1=C(C(=O)NC(=O)N1)F. Synergy scores: CSS=53.5, Synergy_ZIP=7.09, Synergy_Bliss=6.60, Synergy_Loewe=9.05, Synergy_HSA=11.1. Cell line: OVCAR-4. Drug 1: CC(CN1CC(=O)NC(=O)C1)N2CC(=O)NC(=O)C2.